Regression. Given a target protein amino acid sequence and a drug SMILES string, predict the binding affinity score between them. We predict pKd (pKd = -log10(Kd in M); higher means stronger binding). Dataset: bindingdb_kd. From a dataset of Drug-target binding data from BindingDB using Kd measurements. (1) The small molecule is CO[C@@H]1[C@H](N(C)C(=O)c2ccccc2)C[C@H]2O[C@]1(C)n1c3ccccc3c3c4c(c5c6ccccc6n2c5c31)C(=O)NC4. The target protein (Q6XUX3) has sequence MEGDGVPWGSEPVSGPGPGGGGMIRELCRGFGRYRRYLGRLRQNLRETQKFFRDIKCSHNHTCLSSLTGGGGAERGPAGDVAETGLQAGQLSCISFPPKEEKYLQQIVDCLPCILILGQDCNVKCQLLNLLLGVQVLPTTKLGSEESCKLRRLRFTYGTQTRVSLALPGQYELVHTLVAHQGNWETIPEEDLEVQENNEDAAHVLAELEVTMHHALLQEVDVVVAPCQGLRPTVDVLGDLVNDFLPVITYALHKDELSERDEQELQEIRKYFSFPVFFFKVPKLGSEIIDSSTRRMESERSPLYRQLIDLGYLSSSHWNCGAPGQDTKAQSMLVEQSEKLRHLSTFSHQVLQTRLVDAAKALNLVHCHCLDIFINQAFDMQRDLQITPKRLEYTRKKENELYESLMNIANRKQEEMKDMIVETLNTMKEELLDDATNMEFKDVIVPENGEPVGTREIKCCIRQIQELIISRLNQAVANKLISSVDYLRESFVGTLERCLQ.... The pKd is 5.3. (2) The small molecule is CCS(=O)(=O)Nc1ccc(Oc2ccc(F)cc2F)c(-c2cn(C)c(=O)c3[nH]ccc23)c1. The target protein (Q9BXF3) has sequence MCPEEGGAAGLGELRSWWEVPAIAHFCSLFRTAFRLPDFEIEELEAALHRDDVEFISDLIACLLQGCYQRRDITPQTFHSYLEDIINYRWELEEGKPNPLREASFQDLPLRTRVEILHRLCDYRLDADDVFDLLKGLDADSLRVEPLGEDNSGALYWYFYGTRMYKEDPVQGKSNGELSLSRESEGQKNVSSIPGKTGKRRGRPPKRKKLQEEILLSEKQEENSLASEPQTRHGSQGPGQGTWWLLCQTEEEWRQVTESFRERTSLRERQLYKLLSEDFLPEICNMIAQKGKRPQRTKAELHPRWMSDHLSIKPVKQEETPVLTRIEKQKRKEEEEERQILLAVQKKEQEQMLKEERKRELEEKVKAVEGMCSVRVVWRGACLSTSRPVDRAKRRKLREERAWLLAQGKELPPELSHLDPNSPMREEKKTKDLFELDDDFTAMYKVLDVVKAHKDSWPFLEPVDESYAPNYYQIIKAPMDISSMEKKLNGGLYCTKEEFV.... The pKd is 6.0.